Dataset: Forward reaction prediction with 1.9M reactions from USPTO patents (1976-2016). Task: Predict the product of the given reaction. (1) Given the reactants Br[C:2]1[CH:3]=[CH:4][C:5]([Cl:14])=[C:6]([CH2:8][NH:9][C:10]([NH:12][CH3:13])=[O:11])[CH:7]=1.[O:15]1[C:20]2[CH:21]=[CH:22][C:23]([C:25]3[CH:29]=[CH:28][NH:27][N:26]=3)=[CH:24][C:19]=2[CH2:18][CH2:17][CH2:16]1, predict the reaction product. The product is: [Cl:14][C:5]1[CH:4]=[CH:3][C:2]([N:27]2[CH:28]=[CH:29][C:25]([C:23]3[CH:22]=[CH:21][C:20]4[O:15][CH2:16][CH2:17][CH2:18][C:19]=4[CH:24]=3)=[N:26]2)=[CH:7][C:6]=1[CH2:8][NH:9][C:10]([NH:12][CH3:13])=[O:11]. (2) Given the reactants [NH2:1][C@@H:2]([CH3:19])[CH2:3][N:4]1[CH:8]=[CH:7][C:6]([C:9]2[CH:16]=[CH:15][C:12]([C:13]#[N:14])=[C:11]([Cl:17])[C:10]=2[F:18])=[N:5]1.[OH:20][C:21]([C:24]1[O:28][N:27]=[C:26]([C:29](O)=[O:30])[CH:25]=1)([CH3:23])[CH3:22].C1C=CC2N(O)N=NC=2C=1.CCN(C(C)C)C(C)C.CCN=C=NCCCN(C)C, predict the reaction product. The product is: [Cl:17][C:11]1[C:10]([F:18])=[C:9]([C:6]2[CH:7]=[CH:8][N:4]([CH2:3][C@@H:2]([NH:1][C:29]([C:26]3[CH:25]=[C:24]([C:21]([OH:20])([CH3:22])[CH3:23])[O:28][N:27]=3)=[O:30])[CH3:19])[N:5]=2)[CH:16]=[CH:15][C:12]=1[C:13]#[N:14]. (3) Given the reactants C12BC(CCC1)CCC2.[CH2:10]([OH:15])[CH2:11][CH2:12][CH:13]=[CH2:14].Cl.Br[C:18]1[CH:23]=[CH:22][N:21]=[CH:20][CH:19]=1, predict the reaction product. The product is: [N:21]1[CH:22]=[CH:23][CH:18]=[CH:19][C:20]=1[CH2:14][CH2:13][CH2:12][CH2:11][CH2:10][OH:15]. (4) Given the reactants [C:1]([OH:16])(=[O:15])[CH2:2][CH2:3][CH2:4][CH2:5][CH2:6][CH2:7][CH2:8][CH2:9][CH2:10][CH2:11][CH2:12][CH2:13][CH3:14].C1(C)C=CC=CC=1.[CH2:24](O)[CH2:25][OH:26], predict the reaction product. The product is: [C:1]([O:16][CH2:24][CH2:25][OH:26])(=[O:15])[CH2:2][CH2:3][CH2:4][CH2:5][CH2:6][CH2:7][CH2:8][CH2:9][CH2:10][CH2:11][CH2:12][CH2:13][CH3:14]. (5) Given the reactants [CH3:1][O:2][C:3](=[O:15])[CH:4]([O:13][CH3:14])[CH2:5][C:6]1[CH:11]=[CH:10][CH:9]=[C:8]([OH:12])[CH:7]=1.[C:16]([O:20][C:21](=[O:26])[C:22](Br)([CH3:24])[CH3:23])([CH3:19])([CH3:18])[CH3:17].C(OC(=O)[C@@H](OC)CC1C=CC(C(OC(C)(C)C)=O)=CC=1OC)C, predict the reaction product. The product is: [CH3:1][O:2][C:3](=[O:15])[C@@H:4]([O:13][CH3:14])[CH2:5][C:6]1[CH:11]=[CH:10][CH:9]=[C:8]([O:12][C:22]([C:21]([O:20][C:16]([CH3:19])([CH3:18])[CH3:17])=[O:26])([CH3:24])[CH3:23])[CH:7]=1. (6) Given the reactants [CH3:1][C:2]1[C:7]([O:8][C:9]2[CH:14]=[CH:13][CH:12]=[CH:11][CH:10]=2)=[CH:6][CH:5]=[CH:4][N:3]=1.ClC1C=C(C=CC=1)C(OO)=[O:20], predict the reaction product. The product is: [CH3:1][C:2]1[C:7]([O:8][C:9]2[CH:14]=[CH:13][CH:12]=[CH:11][CH:10]=2)=[CH:6][CH:5]=[CH:4][N+:3]=1[O-:20].